From a dataset of Full USPTO retrosynthesis dataset with 1.9M reactions from patents (1976-2016). Predict the reactants needed to synthesize the given product. (1) Given the product [CH3:45][C@H:46]1[CH2:51][O:50][CH2:49][CH2:48][N:47]1[C:52]1[CH:57]=[C:56]([N:58]2[CH2:63][CH2:62][O:61][CH2:60][C@@H:59]2[CH3:64])[N:55]=[C:54]([NH:65][C:9]([C:6]2[CH:5]=[N:4][C:3]([O:2][CH3:1])=[CH:8][CH:7]=2)=[O:11])[N:53]=1, predict the reactants needed to synthesize it. The reactants are: [CH3:1][O:2][C:3]1[CH:8]=[CH:7][C:6]([C:9]([OH:11])=O)=[CH:5][N:4]=1.CCN(C(C)C)C(C)C.CN(C(ON1N=NC2C=CC=NC1=2)=[N+](C)C)C.F[P-](F)(F)(F)(F)F.[CH3:45][C@H:46]1[CH2:51][O:50][CH2:49][CH2:48][N:47]1[C:52]1[CH:57]=[C:56]([N:58]2[CH2:63][CH2:62][O:61][CH2:60][C@@H:59]2[CH3:64])[N:55]=[C:54]([NH2:65])[N:53]=1. (2) Given the product [C:1]1([CH:7]2[CH2:11][CH2:10][CH2:9][CH:8]2[CH2:12][NH2:14])[CH:6]=[CH:5][CH:4]=[CH:3][CH:2]=1, predict the reactants needed to synthesize it. The reactants are: [C:1]1([CH:7]2[CH2:11][CH2:10][CH2:9][CH:8]2[C:12]([NH2:14])=O)[CH:6]=[CH:5][CH:4]=[CH:3][CH:2]=1.[H-].[H-].[H-].[H-].[Li+].[Al+3]. (3) Given the product [F:1][C:2]1([F:8])[CH2:7][CH2:6][CH:5]2[CH:4]([O:17]2)[CH2:3]1, predict the reactants needed to synthesize it. The reactants are: [F:1][C:2]1([F:8])[CH2:7][CH2:6][CH:5]=[CH:4][CH2:3]1.C1C=C(Cl)C=C(C(OO)=[O:17])C=1.S([O-])([O-])=O.[Na+].[Na+].